This data is from Full USPTO retrosynthesis dataset with 1.9M reactions from patents (1976-2016). The task is: Predict the reactants needed to synthesize the given product. (1) Given the product [NH:1]1[C:13]([C:15]2[CH:16]=[C:17]([C:27]([O:29][CH3:30])=[O:28])[CH:18]=[C:19]([C:21]3[CH:26]=[CH:25][CH:24]=[CH:23][CH:22]=3)[CH:20]=2)=[N:14][N:3]=[N:2]1, predict the reactants needed to synthesize it. The reactants are: [N-:1]=[N+:2]=[N-:3].[Na+].Cl.C(N(CC)CC)C.[C:13]([C:15]1[CH:16]=[C:17]([C:27]([O:29][CH3:30])=[O:28])[CH:18]=[C:19]([C:21]2[CH:26]=[CH:25][CH:24]=[CH:23][CH:22]=2)[CH:20]=1)#[N:14].Cl. (2) Given the product [CH2:15]([N:17]([CH2:18][CH3:19])[C:6](=[O:8])[C:5]1[CH:9]=[CH:10][C:2]([CH3:1])=[N:3][CH:4]=1)[CH3:16], predict the reactants needed to synthesize it. The reactants are: [CH3:1][C:2]1[CH:10]=[CH:9][C:5]([C:6]([OH:8])=O)=[CH:4][N:3]=1.S(Cl)(Cl)=O.[CH2:15]([NH:17][CH2:18][CH3:19])[CH3:16].C(N(CC)CC)C. (3) Given the product [Cl:24][C:25]1[CH:26]=[C:27]([CH:32]=[CH:33][C:34]=1[O:35][CH2:36][C@@H:37]([N:39]([CH3:40])[C:10](=[O:12])[CH:9]([NH:13][C:14]([NH:16][C:17]1[CH:22]=[CH:21][CH:20]=[CH:19][C:18]=1[F:23])=[O:15])[C:5]1[CH:6]=[CH:7][CH:8]=[C:3]([O:2][CH3:1])[CH:4]=1)[CH3:38])[C:28]([O:30][CH3:31])=[O:29], predict the reactants needed to synthesize it. The reactants are: [CH3:1][O:2][C:3]1[CH:4]=[C:5]([CH:9]([NH:13][C:14]([NH:16][C:17]2[CH:22]=[CH:21][CH:20]=[CH:19][C:18]=2[F:23])=[O:15])[C:10]([OH:12])=O)[CH:6]=[CH:7][CH:8]=1.[Cl:24][C:25]1[CH:26]=[C:27]([CH:32]=[CH:33][C:34]=1[O:35][CH2:36][C@@H:37]([NH:39][CH3:40])[CH3:38])[C:28]([O:30][CH3:31])=[O:29].C(Cl)CCl.C1C=CC2N(O)N=NC=2C=1.